This data is from Forward reaction prediction with 1.9M reactions from USPTO patents (1976-2016). The task is: Predict the product of the given reaction. (1) Given the reactants Cl[C:2]1[C:11]2=[N:12][N:13](CC3C=CC(OC)=CC=3)[CH:14]=[C:10]2[C:9]2[CH:8]=[C:7]([O:24][CH3:25])[CH:6]=[CH:5][C:4]=2[N:3]=1.[NH2:26][C:27]1[CH:32]=[CH:31][C:30]([N:33]2[CH2:38][CH2:37][N:36]([CH2:39][C:40]([OH:42])=[O:41])[CH2:35][CH2:34]2)=[CH:29][CH:28]=1.Cl, predict the reaction product. The product is: [CH3:25][O:24][C:7]1[CH:6]=[CH:5][C:4]2[N:3]=[C:2]([NH:26][C:27]3[CH:28]=[CH:29][C:30]([N:33]4[CH2:38][CH2:37][N:36]([CH2:39][C:40]([OH:42])=[O:41])[CH2:35][CH2:34]4)=[CH:31][CH:32]=3)[C:11]3=[N:12][NH:13][CH:14]=[C:10]3[C:9]=2[CH:8]=1. (2) Given the reactants CO[C:3]([C:5]1[C:6]([OH:36])=[C:7]2[C:12](=[C:13]([C:15]3[CH:16]=[N:17][CH:18]=[C:19]([F:21])[CH:20]=3)[N:14]=1)[N:11](CC1C=CC=CC=1)[C:10](=[O:29])[C:9]([C:30]1[CH:35]=[CH:34][CH:33]=[CH:32][CH:31]=1)=[CH:8]2)=[O:4].[NH2:37][CH2:38][CH2:39][C:40]([OH:42])=[O:41].C[O-].[Na+], predict the reaction product. The product is: [CH2:9]([N:14]1[C:13]([C:15]2[CH:16]=[N:17][CH:18]=[C:19]([F:21])[CH:20]=2)=[C:12]2[C:7](=[CH:8][CH:9]([C:30]3[CH:31]=[CH:32][CH:33]=[CH:34][CH:35]=3)[C:10](=[O:29])[NH:11]2)[C:6]([OH:36])=[C:5]1[C:3]([NH:37][CH2:38][CH2:39][C:40]([OH:42])=[O:41])=[O:4])[C:30]1[CH:35]=[CH:34][CH:33]=[CH:32][CH:31]=1.